Dataset: Forward reaction prediction with 1.9M reactions from USPTO patents (1976-2016). Task: Predict the product of the given reaction. (1) Given the reactants C([O:3][C:4]([C:6]1[N:7]=[C:8]([C:12]2[CH:17]=[CH:16][CH:15]=[CH:14][C:13]=2[Cl:18])[NH:9][C:10]=1[CH3:11])=[O:5])C.[OH-].[Na+], predict the reaction product. The product is: [Cl:18][C:13]1[CH:14]=[CH:15][CH:16]=[CH:17][C:12]=1[C:8]1[NH:9][C:10]([CH3:11])=[C:6]([C:4]([OH:5])=[O:3])[N:7]=1. (2) The product is: [C@@H:6]1([O:24][C:25]2[C:29]([CH2:30][C:31]3[CH:36]=[CH:35][C:34]([O:37][CH2:38][CH2:39][C:40](=[O:48])[NH:57][C:58]([C:59](=[O:60])[NH:61][CH2:54][CH2:55][OH:56])([CH3:63])[CH3:62])=[CH:33][C:32]=3[CH3:49])=[C:28]([CH:50]([CH3:51])[CH3:52])[NH:27][N:26]=2)[O:7][C@H:8]([CH2:19][OH:20])[C@@H:9]([OH:15])[C@H:10]([OH:11])[C@H:5]1[OH:4]. Given the reactants C([O:4][C@@H:5]1[C@@H:10]([O:11]C(=O)C)[C@H:9]([O:15]C(=O)C)[C@@H:8]([CH2:19][O:20]C(=O)C)[O:7][C@H:6]1[O:24][C:25]1[C:29]([CH2:30][C:31]2[CH:36]=[CH:35][C:34]([O:37][CH2:38][CH2:39][C:40](=[O:48])NC(C(O)=O)(C)C)=[CH:33][C:32]=2[CH3:49])=[C:28]([CH:50]([CH3:52])[CH3:51])[NH:27][N:26]=1)(=O)C.N[CH2:54][CH2:55][OH:56].[NH2:57][C:58]([CH3:63])([CH3:62])[C:59]([NH2:61])=[O:60], predict the reaction product. (3) Given the reactants [CH2:1]([NH:8][C:9]([C:11]1[S:15][C:14]([N:16]2[CH2:21][CH2:20][CH2:19][CH2:18][C:17]2=[O:22])=[N:13][C:12]=1[CH3:23])=[O:10])[C:2]1[CH:7]=[CH:6][CH:5]=[CH:4][CH:3]=1.C[Si]([N-][Si](C)(C)C)(C)C.[Li+].[CH:34](=[O:41])[C:35]1[CH:40]=[CH:39][CH:38]=[CH:37][CH:36]=1.O, predict the reaction product. The product is: [CH2:1]([NH:8][C:9]([C:11]1[S:15][C:14]([N:16]2[CH2:21][CH2:20][CH2:19][CH:18]([CH:34]([OH:41])[C:35]3[CH:40]=[CH:39][CH:38]=[CH:37][CH:36]=3)[C:17]2=[O:22])=[N:13][C:12]=1[CH3:23])=[O:10])[C:2]1[CH:7]=[CH:6][CH:5]=[CH:4][CH:3]=1. (4) Given the reactants [CH3:1][S:2]([C:5]1[CH:10]=[CH:9][C:8]([C:11]2[N:12]=[CH:13][C:14]3[O:19][C@H:18]([CH:20]4[CH2:25][CH2:24][NH:23][CH2:22][CH2:21]4)[CH2:17][C:15]=3[N:16]=2)=[CH:7][CH:6]=1)(=[O:4])=[O:3].[C:26](O[C:26]([O:28][C:29]([CH3:32])([CH3:31])[CH3:30])=[O:27])([O:28][C:29]([CH3:32])([CH3:31])[CH3:30])=[O:27], predict the reaction product. The product is: [C:29]([O:28][C:26]([N:23]1[CH2:24][CH2:25][CH:20]([C@H:18]2[O:19][C:14]3[CH:13]=[N:12][C:11]([C:8]4[CH:9]=[CH:10][C:5]([S:2]([CH3:1])(=[O:4])=[O:3])=[CH:6][CH:7]=4)=[N:16][C:15]=3[CH2:17]2)[CH2:21][CH2:22]1)=[O:27])([CH3:32])([CH3:31])[CH3:30]. (5) The product is: [CH3:17][C:16]1[N:18]=[C:19]([CH2:20][C:21]2[CH:26]=[CH:25][CH:24]=[CH:23][CH:22]=2)[N:12]2[C:13]=1[CH:14]=[N:15][C:10]([NH:9][C:6]1[CH:7]=[CH:8][C:3]([O:2][CH3:1])=[CH:4][CH:5]=1)=[N:11]2. Given the reactants [CH3:1][O:2][C:3]1[CH:8]=[CH:7][C:6]([NH:9][C:10]2[N:11]=[N:12][C:13]([CH:16]([NH:18][C:19](=O)[CH2:20][C:21]3[CH:26]=[CH:25][CH:24]=[CH:23][CH:22]=3)[CH3:17])=[CH:14][N:15]=2)=[CH:5][CH:4]=1.P(Cl)(Cl)(Cl)=O, predict the reaction product. (6) Given the reactants O.[C:2]([OH:6])(=O)[CH:3]=O.[CH3:7][C:8]1[CH:13]=[C:12]([CH3:14])[CH:11]=[CH:10][C:9]=1[C:15](=O)[CH3:16].[NH4+:18].[OH-].[NH2:20]N, predict the reaction product. The product is: [CH3:7][C:8]1[CH:13]=[C:12]([CH3:14])[CH:11]=[CH:10][C:9]=1[C:15]1[CH:16]=[CH:3][C:2](=[O:6])[NH:18][N:20]=1.